From a dataset of Reaction yield outcomes from USPTO patents with 853,638 reactions. Predict the reaction yield, written as a fraction of the theoretical maximum amount of product (1.0 means a 100% yield; for example, 0.34 means a 34% yield). (1) The reactants are C(OC([NH:8][C:9]1[CH:14]=[CH:13][CH:12]=[C:11]([O:15][CH3:16])[C:10]=1[C:17](=[O:23])[C:18](OCC)=[O:19])=O)(C)(C)C. The catalyst is OS(O)(=O)=O. The product is [CH3:16][O:15][C:11]1[CH:12]=[CH:13][CH:14]=[C:9]2[C:10]=1[C:17](=[O:23])[C:18](=[O:19])[NH:8]2. The yield is 0.190. (2) The reactants are [C:1]([C:3]1([C:16](=[O:25])[NH:17][C:18]2[CH:23]=[CH:22][C:21]([F:24])=[CH:20][N:19]=2)[CH2:8][CH2:7][N:6]([C:9]([O:11][C:12]([CH3:15])([CH3:14])[CH3:13])=[O:10])[CH2:5][CH2:4]1)#[N:2]. The catalyst is C(O)(=O)C.[Pt](=O)=O. The product is [NH2:2][CH2:1][C:3]1([C:16](=[O:25])[NH:17][C:18]2[CH:23]=[CH:22][C:21]([F:24])=[CH:20][N:19]=2)[CH2:8][CH2:7][N:6]([C:9]([O:11][C:12]([CH3:13])([CH3:15])[CH3:14])=[O:10])[CH2:5][CH2:4]1. The yield is 0.970. (3) The reactants are [C:1]([C:5]1[S:6][C:7]([C:19]2[CH:24]=[CH:23][N:22]=[C:21]([S:25][CH3:26])[N:20]=2)=[C:8]([C:10]2[C:11]([Cl:18])=[C:12]([CH:14]=[C:15]([F:17])[CH:16]=2)[NH2:13])[N:9]=1)([CH3:4])([CH3:3])[CH3:2].N1C=CC=CC=1.[CH3:33][S:34](Cl)(=[O:36])=[O:35]. The catalyst is O. The product is [C:1]([C:5]1[S:6][C:7]([C:19]2[CH:24]=[CH:23][N:22]=[C:21]([S:25][CH3:26])[N:20]=2)=[C:8]([C:10]2[C:11]([Cl:18])=[C:12]([NH:13][S:34]([CH3:33])(=[O:36])=[O:35])[CH:14]=[C:15]([F:17])[CH:16]=2)[N:9]=1)([CH3:4])([CH3:2])[CH3:3]. The yield is 0.950. (4) The reactants are [BH4-].[Na+].[CH2:3]([C:5]1[CH:10]=[CH:9][CH:8]=[C:7]([CH2:11][CH3:12])[C:6]=1[C:13]1[CH:22]=[C:21]([O:23][CH3:24])[C:20]2[C:19](=[O:25])[CH2:18][CH2:17][CH2:16][C:15]=2[N:14]=1)[CH3:4]. The catalyst is CO. The product is [CH2:3]([C:5]1[CH:10]=[CH:9][CH:8]=[C:7]([CH2:11][CH3:12])[C:6]=1[C:13]1[CH:22]=[C:21]([O:23][CH3:24])[C:20]2[CH:19]([OH:25])[CH2:18][CH2:17][CH2:16][C:15]=2[N:14]=1)[CH3:4]. The yield is 0.980. (5) The reactants are [CH:1]1([C:7]2[C:8]3[CH:9]=[CH:10][C:11]([C:38]([O:40][CH3:41])=[O:39])=[CH:12][C:13]=3[N:14]3[C:21]=2[C:20]2[CH:22]=[CH:23][CH:24]=[CH:25][C:19]=2[O:18][CH2:17][CH:16]([CH2:26]OS(C2C=CC(C)=CC=2)(=O)=O)[CH2:15]3)[CH2:6][CH2:5][CH2:4][CH2:3][CH2:2]1.[C-:42]#[N:43].[Na+]. The catalyst is CN(C=O)C. The product is [C:42]([CH2:26][CH:16]1[CH2:15][N:14]2[C:13]3[CH:12]=[C:11]([C:38]([O:40][CH3:41])=[O:39])[CH:10]=[CH:9][C:8]=3[C:7]([CH:1]3[CH2:6][CH2:5][CH2:4][CH2:3][CH2:2]3)=[C:21]2[C:20]2[CH:22]=[CH:23][CH:24]=[CH:25][C:19]=2[O:18][CH2:17]1)#[N:43]. The yield is 0.900.